Task: Predict the reactants needed to synthesize the given product.. Dataset: Full USPTO retrosynthesis dataset with 1.9M reactions from patents (1976-2016) (1) Given the product [CH3:1][O:2][C:3]1[CH:4]=[C:5]2[C:10](=[CH:11][CH:12]=1)[CH:9]=[C:8]([C:13]1[NH:27][C:21]3[C:26]([C:14]=1[CH2:15][CH2:16][CH2:17][CH2:18][CH3:19])=[CH:25][CH:24]=[CH:23][CH:22]=3)[CH:7]=[CH:6]2, predict the reactants needed to synthesize it. The reactants are: [CH3:1][O:2][C:3]1[CH:4]=[C:5]2[C:10](=[CH:11][CH:12]=1)[CH:9]=[C:8]([C:13](=O)[CH2:14][CH2:15][CH2:16][CH2:17][CH2:18][CH3:19])[CH:7]=[CH:6]2.[C:21]1([NH:27]N)[CH:26]=[CH:25][CH:24]=[CH:23][CH:22]=1.C1(C)C=CC(S(O)(=O)=O)=CC=1.N1C2C(=CC=CC=2)C=C1. (2) Given the product [C:4]([C:6]1[CH:7]=[C:8]2[N:14]=[C:13]([C:15]([C:21]3[C:29]([CH2:30][CH3:31])=[CH:28][C:27]([CH3:32])=[C:26]4[C:22]=3[CH:23]=[CH:24][N:25]4[C:33]([O:35][C:36]([CH3:37])([CH3:39])[CH3:38])=[O:34])([OH:20])[C:16]([F:19])([F:18])[F:17])[NH:12][C:9]2=[N:10][CH:11]=1)#[N:5], predict the reactants needed to synthesize it. The reactants are: Cl.CO.[C:4]([C:6]1[CH:7]=[C:8]2[N:14]=[C:13]([C:15]([C:21]3[C:29]([CH2:30][CH3:31])=[CH:28][C:27]([CH3:32])=[C:26]4[C:22]=3[CH:23]=[CH:24][N:25]4[C:33]([O:35][C:36]([CH3:39])([CH3:38])[CH3:37])=[O:34])([OH:20])[C:16]([F:19])([F:18])[F:17])[N:12](COCC[Si](C)(C)C)[C:9]2=[N:10][CH:11]=1)#[N:5].C([O-])(O)=O.[Na+]. (3) The reactants are: [O:1]1[C:5]2=[CH:6][N:7]=[CH:8][CH:9]=[C:4]2[CH:3]=[C:2]1[C:10]([OH:12])=O.Cl.[NH2:14][CH2:15][C:16]1[CH:21]=[CH:20][C:19]([S:22]([CH2:25][CH2:26][C:27]([O:29][CH3:30])=[O:28])(=[O:24])=[O:23])=[CH:18][CH:17]=1.CN1CCOCC1.C(Cl)CCl.C1C=CC2N(O)N=NC=2C=1. Given the product [O:1]1[C:5]2=[CH:6][N:7]=[CH:8][CH:9]=[C:4]2[CH:3]=[C:2]1[C:10]([NH:14][CH2:15][C:16]1[CH:21]=[CH:20][C:19]([S:22]([CH2:25][CH2:26][C:27]([O:29][CH3:30])=[O:28])(=[O:24])=[O:23])=[CH:18][CH:17]=1)=[O:12], predict the reactants needed to synthesize it. (4) The reactants are: [C:1]([CH:3]1[CH2:6][N:5]([C:7](=[O:43])[C@H:8]([NH:10][C:11]([C:13]2[C:21]3[C:16](=[N:17][CH:18]=[C:19]([C:22]4[C:30]5[C:25](=[CH:26][C:27]([Cl:31])=[CH:28][CH:29]=5)[N:24]([CH2:32][CH:33]=[CH2:34])[N:23]=4)[N:20]=3)[N:15]([CH2:35][O:36][CH2:37][CH2:38][Si:39]([CH3:42])([CH3:41])[CH3:40])[CH:14]=2)=[O:12])[CH3:9])[CH2:4]1)#[N:2]. Given the product [C:1]([CH:3]1[CH2:6][N:5]([C:7](=[O:43])[C@H:8]([NH:10][C:11]([C:13]2[C:21]3[C:16](=[N:17][CH:18]=[C:19]([C:22]4[C:30]5[C:25](=[CH:26][C:27]([Cl:31])=[CH:28][CH:29]=5)[N:24]([CH2:32][CH2:33][CH3:34])[N:23]=4)[N:20]=3)[N:15]([CH2:35][O:36][CH2:37][CH2:38][Si:39]([CH3:41])([CH3:40])[CH3:42])[CH:14]=2)=[O:12])[CH3:9])[CH2:4]1)#[N:2], predict the reactants needed to synthesize it. (5) Given the product [Cl:16][C:17]1[CH:18]=[C:19]([C:24](=[O:26])[CH2:25][C:10]([C:4]2[CH:3]=[C:2]([Br:1])[C:7]([F:8])=[C:6]([Br:9])[CH:5]=2)([OH:15])[C:11]([F:14])([F:12])[F:13])[CH:20]=[CH:21][C:22]=1[CH3:23], predict the reactants needed to synthesize it. The reactants are: [Br:1][C:2]1[CH:3]=[C:4]([C:10](=[O:15])[C:11]([F:14])([F:13])[F:12])[CH:5]=[C:6]([Br:9])[C:7]=1[F:8].[Cl:16][C:17]1[CH:18]=[C:19]([C:24](=[O:26])[CH3:25])[CH:20]=[CH:21][C:22]=1[CH3:23].